This data is from Peptide-MHC class I binding affinity with 185,985 pairs from IEDB/IMGT. The task is: Regression. Given a peptide amino acid sequence and an MHC pseudo amino acid sequence, predict their binding affinity value. This is MHC class I binding data. The peptide sequence is QQYAGWSAL. The MHC is HLA-B15:01 with pseudo-sequence HLA-B15:01. The binding affinity (normalized) is 0.680.